From a dataset of Reaction yield outcomes from USPTO patents with 853,638 reactions. Predict the reaction yield, written as a fraction of the theoretical maximum amount of product (1.0 means a 100% yield; for example, 0.34 means a 34% yield). (1) The reactants are [Cl:1][C:2]1[CH:3]=[C:4]2[C:9](=[C:10](F)[CH:11]=1)[N:8]=[CH:7][CH:6]=[CH:5]2.[OH:13][CH:14]1[CH2:19][CH2:18][N:17]([C:20]([O:22][C:23]([CH3:26])([CH3:25])[CH3:24])=[O:21])[CH2:16][CH2:15]1.CC(C)([O-])C.[Na+].O. The catalyst is CN1C(=O)CCC1. The product is [Cl:1][C:2]1[CH:3]=[C:4]2[C:9](=[C:10]([O:13][CH:14]3[CH2:15][CH2:16][N:17]([C:20]([O:22][C:23]([CH3:26])([CH3:25])[CH3:24])=[O:21])[CH2:18][CH2:19]3)[CH:11]=1)[N:8]=[CH:7][CH:6]=[CH:5]2. The yield is 0.630. (2) The reactants are [CH3:1][C:2]1[N:3]=[C:4]([NH:7][C:8]2[N:13]=[CH:12][C:11]([S:14]CCC(OC)=O)=[CH:10][C:9]=2[O:21][C:22]2[CH:27]=[CH:26][CH:25]=[CH:24][CH:23]=2)[S:5][CH:6]=1.[Cl:28][C:29]1[CH:34]=[CH:33][N:32]=[C:31]2[CH2:35][N:36](C(OCC)=O)[CH2:37][C:30]=12.CC([O-])(C)C.[K+].[NH4+].[Cl-:50].[OH-].[K+].Cl. The catalyst is CO.O.CS(C)=O. The product is [ClH:28].[ClH:50].[ClH:28].[N:32]1[CH:33]=[CH:34][C:29]([S:14][C:11]2[CH:10]=[C:9]([O:21][C:22]3[CH:23]=[CH:24][CH:25]=[CH:26][CH:27]=3)[C:8]([NH:7][C:4]3[S:5][CH:6]=[C:2]([CH3:1])[N:3]=3)=[N:13][CH:12]=2)=[C:30]2[CH2:37][NH:36][CH2:35][C:31]=12. The yield is 0.330. (3) The reactants are [CH3:1][C:2]1[CH:7]=[CH:6][N:5]=[CH:4][C:3]=1[N:8]1[CH2:12][CH2:11][NH:10][C:9]1=[O:13].Br[C:15]1[CH:24]=[CH:23][C:22]2[C:17](=[CH:18][CH:19]=[C:20]([O:25][CH3:26])[CH:21]=2)[CH:16]=1.N[C@@H]1CCCC[C@H]1N.C(=O)([O-])[O-].[K+].[K+]. The product is [CH3:26][O:25][C:20]1[CH:21]=[C:22]2[C:17](=[CH:18][CH:19]=1)[CH:16]=[C:15]([N:10]1[CH2:11][CH2:12][N:8]([C:3]3[CH:4]=[N:5][CH:6]=[CH:7][C:2]=3[CH3:1])[C:9]1=[O:13])[CH:24]=[CH:23]2. The catalyst is [Cu](I)I.O1CCOCC1. The yield is 0.301. (4) The reactants are [N:1]1[C:10]2[C:5](=[CH:6][CH:7]=[CH:8][CH:9]=2)[CH:4]=[CH:3][C:2]=1[NH:11][CH2:12][CH2:13][CH2:14][NH2:15].[C:16]1([CH2:22][CH:23]=O)[CH:21]=[CH:20][CH:19]=[CH:18][CH:17]=1. No catalyst specified. The product is [C:16]1([CH2:22][CH2:23][NH:15][CH2:14][CH2:13][CH2:12][NH:11][C:2]2[CH:3]=[CH:4][C:5]3[C:10](=[CH:9][CH:8]=[CH:7][CH:6]=3)[N:1]=2)[CH:21]=[CH:20][CH:19]=[CH:18][CH:17]=1. The yield is 0.0400. (5) The reactants are O[CH2:2][C:3]1[CH:12]=[N:11][C:10]2[N:9]3[CH2:13][CH2:14][CH2:15][C@H:8]3[C:7](=[O:16])[NH:6][C:5]=2[CH:4]=1.Cl.[F:18][C:19]1[CH:20]=[C:21]([CH:26]=[CH:27][C:28]=1[N:29]1[CH2:34][CH2:33][NH:32][CH2:31][CH2:30]1)[C:22]([NH:24][CH3:25])=[O:23].[I-].C(C[P+](C)(C)C)#N.C(N(CC)C(C)C)(C)C. The catalyst is C(#N)CC. The product is [F:18][C:19]1[CH:20]=[C:21]([CH:26]=[CH:27][C:28]=1[N:29]1[CH2:30][CH2:31][N:32]([CH2:2][C:3]2[CH:12]=[N:11][C:10]3[N:9]4[CH2:13][CH2:14][CH2:15][C@H:8]4[C:7](=[O:16])[NH:6][C:5]=3[CH:4]=2)[CH2:33][CH2:34]1)[C:22]([NH:24][CH3:25])=[O:23]. The yield is 0.642. (6) The reactants are [Cl-].O[NH3+:3].[C:4](=[O:7])([O-])[OH:5].[Na+].CS(C)=O.[CH2:13]([C:17]1[N:18]=[C:19]([CH3:47])[N:20]([C:39]2[CH:44]=[CH:43][C:42]([CH3:45])=[C:41]([CH3:46])[CH:40]=2)[C:21](=[O:38])[C:22]=1[CH2:23][C:24]1[CH:29]=[CH:28][C:27]([C:30]2[C:31]([C:36]#[N:37])=[CH:32][CH:33]=[CH:34][CH:35]=2)=[CH:26][CH:25]=1)[CH2:14][CH2:15][CH3:16]. The catalyst is O.C(OCC)(=O)C. The product is [CH2:13]([C:17]1[N:18]=[C:19]([CH3:47])[N:20]([C:39]2[CH:44]=[CH:43][C:42]([CH3:45])=[C:41]([CH3:46])[CH:40]=2)[C:21](=[O:38])[C:22]=1[CH2:23][C:24]1[CH:25]=[CH:26][C:27]([C:30]2[CH:35]=[CH:34][CH:33]=[CH:32][C:31]=2[C:36]2[NH:3][C:4](=[O:7])[O:5][N:37]=2)=[CH:28][CH:29]=1)[CH2:14][CH2:15][CH3:16]. The yield is 0.710. (7) The reactants are [CH2:1]([O:3][C:4]1[CH:9]=[C:8]([O:10]CC2C=CC(OC)=CC=2)[N:7]=[CH:6][C:5]=1[C:20]1[CH:25]=[CH:24][C:23]([CH2:26][C:27]([NH:29][C:30]2[CH:31]=[N:32][C:33]([C:40]([CH3:44])([CH3:43])[CH2:41][OH:42])=[C:34]([C:36]([F:39])([F:38])[F:37])[CH:35]=2)=[O:28])=[C:22]([F:45])[CH:21]=1)[CH3:2].C(Cl)Cl. The catalyst is C(O)(C(F)(F)F)=O. The product is [CH2:1]([O:3][C:4]1[C:5]([C:20]2[CH:25]=[CH:24][C:23]([CH2:26][C:27]([NH:29][C:30]3[CH:31]=[N:32][C:33]([C:40]([CH3:44])([CH3:43])[CH2:41][OH:42])=[C:34]([C:36]([F:39])([F:37])[F:38])[CH:35]=3)=[O:28])=[C:22]([F:45])[CH:21]=2)=[CH:6][NH:7][C:8](=[O:10])[CH:9]=1)[CH3:2]. The yield is 0.540. (8) The reactants are [C:1]1([CH3:7])[CH:6]=[CH:5][CH:4]=[CH:3][CH:2]=1.C(OOC1C=CC(C(C)C)=C(C(C)C)C=1O[O:27][C:28]([CH3:31])(C)C)(C)(C)C.[C]=O.[CH2:34]([OH:36])C. No catalyst specified. The product is [C:1]1([CH2:7][C:34]([O:27][CH2:28][CH3:31])=[O:36])[CH:6]=[CH:5][CH:4]=[CH:3][CH:2]=1. The yield is 0.730. (9) The reactants are ClC1N=C(NNCC#C)N=C(NNCCC)N=1.[CH:18]([NH2:21])([CH3:20])[CH3:19].CN(C)[C:24]1[N:29]=[C:28]([NH:30][CH2:31][CH2:32][CH3:33])[N:27]=[C:26]([NH:34][CH2:35][C:36]#[CH:37])[N:25]=1. No catalyst specified. The product is [CH:18]([NH:21][C:24]1[N:25]=[C:26]([NH:34][CH2:35][CH2:36][CH3:37])[N:27]=[C:28]([NH:30][CH2:31][C:32]#[CH:33])[N:29]=1)([CH3:20])[CH3:19]. The yield is 0.910. (10) The reactants are [NH2:1][C@H:2]([C:5]([O:7][CH3:8])=[O:6])[CH2:3][OH:4].CCN(C(C)C)C(C)C.[S:18](Cl)([C:21]1[C:33]([CH3:34])=[C:32]2[C:26]([O:27][C:28]([CH2:31]2)([CH3:30])[CH3:29])=[C:24]([CH3:25])[C:22]=1[CH3:23])(=[O:20])=[O:19]. The catalyst is C(Cl)(Cl)Cl. The product is [NH:1]([S:18]([C:21]1[C:33]([CH3:34])=[C:32]2[C:26]([O:27][C:28]([CH2:31]2)([CH3:30])[CH3:29])=[C:24]([CH3:25])[C:22]=1[CH3:23])(=[O:19])=[O:20])[C@H:2]([C:5]([O:7][CH3:8])=[O:6])[CH2:3][OH:4]. The yield is 0.827.